This data is from Full USPTO retrosynthesis dataset with 1.9M reactions from patents (1976-2016). The task is: Predict the reactants needed to synthesize the given product. The reactants are: [N:1]1([C:5](=[O:36])[CH2:6][C:7]2[CH:34]=[CH:33][C:10]([O:11][CH2:12][CH2:13][C@@H:14]3[CH2:16][C@@H:15]3[CH:17]3[CH2:22][CH2:21][N:20](C(OCC4C=CC=CC=4)=O)[CH2:19][CH2:18]3)=[CH:9][C:8]=2[F:35])[CH2:4][CH2:3][CH2:2]1. Given the product [N:1]1([C:5](=[O:36])[CH2:6][C:7]2[CH:34]=[CH:33][C:10]([O:11][CH2:12][CH2:13][C@@H:14]3[CH2:16][C@@H:15]3[CH:17]3[CH2:18][CH2:19][NH:20][CH2:21][CH2:22]3)=[CH:9][C:8]=2[F:35])[CH2:4][CH2:3][CH2:2]1, predict the reactants needed to synthesize it.